The task is: Regression. Given a peptide amino acid sequence and an MHC pseudo amino acid sequence, predict their binding affinity value. This is MHC class I binding data.. This data is from Peptide-MHC class I binding affinity with 185,985 pairs from IEDB/IMGT. (1) The binding affinity (normalized) is 0. The MHC is Mamu-A07 with pseudo-sequence Mamu-A07. The peptide sequence is NRTRHCQPE. (2) The peptide sequence is RLRQLPKKK. The MHC is HLA-A02:01 with pseudo-sequence HLA-A02:01. The binding affinity (normalized) is 0.0847. (3) The peptide sequence is SSMNSFLLY. The MHC is HLA-B58:01 with pseudo-sequence HLA-B58:01. The binding affinity (normalized) is 0.526. (4) The peptide sequence is ETIGEAFEW. The MHC is Mamu-B3901 with pseudo-sequence Mamu-B3901. The binding affinity (normalized) is 0.532. (5) The peptide sequence is AEMKTDAA. The MHC is HLA-A02:03 with pseudo-sequence HLA-A02:03. The binding affinity (normalized) is 0. (6) The peptide sequence is LQALSNLIL. The MHC is HLA-B58:01 with pseudo-sequence HLA-B58:01. The binding affinity (normalized) is 0.213. (7) The peptide sequence is ISSTPFAEYT. The MHC is HLA-B58:01 with pseudo-sequence HLA-B58:01. The binding affinity (normalized) is 0.295. (8) The peptide sequence is KHYNNITWY. The MHC is Mamu-B17 with pseudo-sequence Mamu-B17. The binding affinity (normalized) is 0.459.